This data is from Catalyst prediction with 721,799 reactions and 888 catalyst types from USPTO. The task is: Predict which catalyst facilitates the given reaction. (1) Reactant: C([O:3][C:4](=[O:18])[CH2:5][C:6]1[NH:11][C:10]2[CH:12]=[CH:13][CH:14]=[CH:15][C:9]=2[S:8](=[O:17])(=[O:16])[N:7]=1)C.C(Cl)(Cl)Cl. Product: [O:17]=[S:8]1(=[O:16])[C:9]2[CH:15]=[CH:14][CH:13]=[CH:12][C:10]=2[NH:11][C:6]([CH2:5][C:4]([OH:18])=[O:3])=[N:7]1. The catalyst class is: 295. (2) Reactant: [C:1]([OH:6])(=O)/[CH:2]=[CH:3]/[CH3:4].O1CCCC1.C(Cl)(=O)C(Cl)=O.[NH2:18][C:19]1[CH:20]=[C:21]([OH:26])[CH:22]=[CH:23][C:24]=1[CH3:25]. Product: [OH:26][C:21]1[CH:22]=[CH:23][C:24]([CH3:25])=[C:19]([NH:18][C:1](=[O:6])/[CH:2]=[CH:3]/[CH3:4])[CH:20]=1. The catalyst class is: 402. (3) Reactant: [CH3:1][O:2][C:3](=[O:13])[C:4]([CH3:12])([CH3:11])[CH2:5][O:6]S(C)(=O)=O.[Br:14][C:15]1[CH:20]=[CH:19][CH:18]=[CH:17][C:16]=1O.C([O-])([O-])=O.[Cs+].[Cs+]. Product: [CH3:1][O:2][C:3](=[O:13])[C:4]([CH3:12])([CH3:11])[CH2:5][O:6][C:16]1[CH:17]=[CH:18][CH:19]=[CH:20][C:15]=1[Br:14]. The catalyst class is: 10. (4) Reactant: [C:1]([O:5][C:6]([N:8]1[CH2:12][C@H:11]([OH:13])[CH2:10][C@H:9]1[C:14]([OH:16])=O)=[O:7])([CH3:4])([CH3:3])[CH3:2].[O:17]1[C:21]([C:22]2[CH:27]=[CH:26][C:25]([CH2:28][NH2:29])=[CH:24][CH:23]=2)=[CH:20][N:19]=[CH:18]1.CCN(C(C)C)C(C)C.CN(C(ON1N=NC2C=CC=NC1=2)=[N+](C)C)C.F[P-](F)(F)(F)(F)F. Product: [OH:13][C@H:11]1[CH2:12][N:8]([C:6]([O:5][C:1]([CH3:2])([CH3:3])[CH3:4])=[O:7])[C@H:9]([C:14](=[O:16])[NH:29][CH2:28][C:25]2[CH:24]=[CH:23][C:22]([C:21]3[O:17][CH:18]=[N:19][CH:20]=3)=[CH:27][CH:26]=2)[CH2:10]1. The catalyst class is: 18.